The task is: Regression. Given a peptide amino acid sequence and an MHC pseudo amino acid sequence, predict their binding affinity value. This is MHC class I binding data.. This data is from Peptide-MHC class I binding affinity with 185,985 pairs from IEDB/IMGT. (1) The peptide sequence is IPAPGLGAL. The MHC is HLA-B27:05 with pseudo-sequence HLA-B27:05. The binding affinity (normalized) is 0.0847. (2) The peptide sequence is RYTRRISLF. The MHC is HLA-A02:03 with pseudo-sequence HLA-A02:03. The binding affinity (normalized) is 0.0847. (3) The MHC is HLA-B40:01 with pseudo-sequence HLA-B40:01. The binding affinity (normalized) is 0.285. The peptide sequence is MESEGIFSP. (4) The peptide sequence is VPALTIACM. The MHC is HLA-B35:01 with pseudo-sequence HLA-B35:01. The binding affinity (normalized) is 1.00. (5) The peptide sequence is VTIKYSNDNR. The MHC is HLA-A31:01 with pseudo-sequence HLA-A31:01. The binding affinity (normalized) is 0.446. (6) The peptide sequence is KSRQGDTKV. The MHC is HLA-A68:02 with pseudo-sequence HLA-A68:02. The binding affinity (normalized) is 0.0847. (7) The peptide sequence is RADSMMLGY. The MHC is HLA-B08:01 with pseudo-sequence HLA-B08:01. The binding affinity (normalized) is 0.0847. (8) The peptide sequence is GVEVRYIDI. The MHC is HLA-A02:06 with pseudo-sequence HLA-A02:06. The binding affinity (normalized) is 0.147. (9) The peptide sequence is MVGLFSNNPH. The MHC is HLA-A68:01 with pseudo-sequence HLA-A68:01. The binding affinity (normalized) is 0.638.